From a dataset of Forward reaction prediction with 1.9M reactions from USPTO patents (1976-2016). Predict the product of the given reaction. Given the reactants [NH2:1][C:2]1[CH:3]=[C:4]([CH:8]=[CH:9][C:10]=1[O:11][CH:12]([F:14])[F:13])[C:5]([OH:7])=O.[C:15]1([C:21]2[S:25][C:24]([NH2:26])=[N:23][N:22]=2)[CH:20]=[CH:19][CH:18]=[CH:17][CH:16]=1, predict the reaction product. The product is: [NH2:1][C:2]1[CH:3]=[C:4]([CH:8]=[CH:9][C:10]=1[O:11][CH:12]([F:14])[F:13])[C:5]([NH:26][C:24]1[S:25][C:21]([C:15]2[CH:20]=[CH:19][CH:18]=[CH:17][CH:16]=2)=[N:22][N:23]=1)=[O:7].